Predict which catalyst facilitates the given reaction. From a dataset of Catalyst prediction with 721,799 reactions and 888 catalyst types from USPTO. (1) Reactant: C(OC([N:8]1[CH2:14][CH2:13][CH2:12][N:11]([C:15]2[N:19]([CH2:20][CH2:21][CH2:22][CH2:23][CH3:24])[C:18]3[CH:25]=[CH:26][CH:27]=[CH:28][C:17]=3[N:16]=2)[CH2:10][CH2:9]1)=O)(C)(C)C.[IH:29]. Product: [IH:29].[IH:29].[N:11]1([C:15]2[N:19]([CH2:20][CH2:21][CH2:22][CH2:23][CH3:24])[C:18]3[CH:25]=[CH:26][CH:27]=[CH:28][C:17]=3[N:16]=2)[CH2:12][CH2:13][CH2:14][NH:8][CH2:9][CH2:10]1. The catalyst class is: 8. (2) Reactant: C(OC([N:8]1[CH2:13][CH2:12][C:11]([N:18]([C:26]2[CH:31]=[CH:30][CH:29]=[C:28]([NH:32]C(C3C=CC=CC=3)(C3C=CC=CC=3)C3C=CC=CC=3)[CH:27]=2)[C:19]([C:21]2[O:22][CH:23]=[CH:24][CH:25]=2)=[O:20])([C:14]([O:16][CH3:17])=[O:15])[CH2:10][CH2:9]1)=O)(C)(C)C.FC(F)(F)C(O)=O. Product: [NH2:32][C:28]1[CH:27]=[C:26]([N:18]([C:11]2([C:14]([O:16][CH3:17])=[O:15])[CH2:10][CH2:9][NH:8][CH2:13][CH2:12]2)[C:19]([C:21]2[O:22][CH:23]=[CH:24][CH:25]=2)=[O:20])[CH:31]=[CH:30][CH:29]=1. The catalyst class is: 4. (3) Reactant: C([Li])CCC.Br[C:7]1[CH:12]=[CH:11][C:10]([CH3:13])=[CH:9][N:8]=1.CN(C)[C:16](=[O:18])[CH3:17].O. Product: [CH3:13][C:10]1[CH:11]=[CH:12][C:7]([C:16](=[O:18])[CH3:17])=[N:8][CH:9]=1. The catalyst class is: 757. (4) Reactant: N#N.[CH2:3]([O:10][C:11]1[C:12]([O:17][CH2:18][CH2:19][N:20]([CH3:22])[CH3:21])=[N:13][CH:14]=[CH:15][CH:16]=1)[C:4]1C=CC=CC=1.[NH4+].C(=O)([O-])[O-:25].[K+].[K+].C1(=O)OCCO1. Product: [CH3:22][N:20]([CH3:21])[CH2:19][CH2:18][O:17][C:12]1[C:11]([O:10][CH2:3][CH2:4][OH:25])=[CH:16][CH:15]=[CH:14][N:13]=1. The catalyst class is: 19. (5) Reactant: [NH2:1][C:2]1[CH:11]=[CH:10][CH:9]=[C:8]2[C:3]=1[CH:4]=[C:5]([C:12]([O:14][CH3:15])=[O:13])[N:6]=[CH:7]2.C1(C)C=CC=CC=1.[Br:23][C:24]1[CH:29]=[CH:28][C:27]([CH2:30][N:31]=[C:32]=[O:33])=[CH:26][CH:25]=1. Product: [Br:23][C:24]1[CH:25]=[CH:26][C:27]([CH2:30][NH:31][C:32]([NH:1][C:2]2[CH:11]=[CH:10][CH:9]=[C:8]3[C:3]=2[CH:4]=[C:5]([C:12]([O:14][CH3:15])=[O:13])[N:6]=[CH:7]3)=[O:33])=[CH:28][CH:29]=1. The catalyst class is: 1. (6) Reactant: [C:1]([O:5][C:6]([NH:8][CH2:9][CH2:10][CH2:11][CH2:12][CH2:13][CH2:14][C:15](O)=O)=[O:7])([CH3:4])([CH3:3])[CH3:2].[OH-].[Na+].C1(P(C2C=CC=CC=2)C2C=CC=CC=2)C=CC=CC=1.C(Br)(Br)(Br)[Br:40]. Product: [Br:40][CH2:15][CH2:14][CH2:13][CH2:12][CH2:11][CH2:10][CH2:9][NH:8][C:6](=[O:7])[O:5][C:1]([CH3:4])([CH3:3])[CH3:2]. The catalyst class is: 1. (7) Reactant: [Si:1](Cl)([C:4]([CH3:7])([CH3:6])[CH3:5])([CH3:3])[CH3:2].[Br:9][CH2:10][CH2:11][CH2:12][CH2:13][CH2:14][CH2:15][OH:16].N1C=CN=C1. Product: [Br:9][CH2:10][CH2:11][CH2:12][CH2:13][CH2:14][CH2:15][O:16][Si:1]([C:4]([CH3:7])([CH3:6])[CH3:5])([CH3:3])[CH3:2]. The catalyst class is: 35.